Dataset: hERG potassium channel inhibition data for cardiac toxicity prediction from Karim et al.. Task: Regression/Classification. Given a drug SMILES string, predict its toxicity properties. Task type varies by dataset: regression for continuous values (e.g., LD50, hERG inhibition percentage) or binary classification for toxic/non-toxic outcomes (e.g., AMES mutagenicity, cardiotoxicity, hepatotoxicity). Dataset: herg_karim. (1) The drug is CC(C)C(N1CCOCC1)C(O)(c1ccccc1)c1ccccc1. The result is 0 (non-blocker). (2) The compound is Cn1ncc2c1CCCC2CCN1CCC(c2ccccc2)CC1. The result is 1 (blocker). (3) The molecule is CN(C)CCn1cc2c3c(cccc31)C1=C[C@@H](C(=O)N3CCCC3)CN(C(=O)Nc3ccccc3)[C@@H]1C2. The result is 0 (non-blocker). (4) The compound is CN(C)[C@@H]1CCN(C(=O)c2ccc(O)cc2OC[C@@H](O)CN2CCC3(CC2)Cc2cc(Cl)ccc2O3)C1. The result is 0 (non-blocker).